From a dataset of Forward reaction prediction with 1.9M reactions from USPTO patents (1976-2016). Predict the product of the given reaction. (1) Given the reactants [CH3:1][O:2][C:3]1[CH:23]=[CH:22][C:6]([CH2:7][NH:8][S:9]([C:12]2[CH:21]=[CH:20][C:15]([C:16]([O:18][CH3:19])=[O:17])=[CH:14][CH:13]=2)(=[O:11])=[O:10])=[CH:5][CH:4]=1.C(=O)([O-])[O-].[Cs+].[Cs+].[F:30][C:31]1[CH:38]=[CH:37][C:34]([CH2:35]Br)=[CH:33][CH:32]=1, predict the reaction product. The product is: [F:30][C:31]1[CH:38]=[CH:37][C:34]([CH2:35][N:8]([CH2:7][C:6]2[CH:22]=[CH:23][C:3]([O:2][CH3:1])=[CH:4][CH:5]=2)[S:9]([C:12]2[CH:13]=[CH:14][C:15]([C:16]([O:18][CH3:19])=[O:17])=[CH:20][CH:21]=2)(=[O:11])=[O:10])=[CH:33][CH:32]=1. (2) Given the reactants C1COCC1.[Br:6][C:7]1[CH:8]=[C:9]2[C:14](=[CH:15][CH:16]=1)[CH:13]=[C:12]([C:17](O)=[O:18])[CH:11]=[CH:10]2.B.C1COCC1, predict the reaction product. The product is: [Br:6][C:7]1[CH:8]=[C:9]2[C:14](=[CH:15][CH:16]=1)[CH:13]=[C:12]([CH2:17][OH:18])[CH:11]=[CH:10]2. (3) Given the reactants [S:1]1[CH2:5][CH2:4][N:3]=[C:2]1[NH:6][CH:7]([C:17]1[CH:22]=[CH:21][CH:20]=[C:19]([Cl:23])[C:18]=1[Cl:24])[CH2:8][C:9]1[CH:14]=[C:13]([CH3:15])[CH:12]=[C:11]([CH3:16])[CH:10]=1.[N:25]([C:28]1[CH:33]=[CH:32][CH:31]=[C:30]([C:34]([F:37])([F:36])[F:35])[CH:29]=1)=[C:26]=[S:27], predict the reaction product. The product is: [F:35][C:34]([F:36])([F:37])[C:30]1[CH:29]=[C:28]([NH:25][C:26]([N:3]2[CH2:4][CH2:5][S:1][C:2]2=[N:6][CH:7]([C:17]2[CH:22]=[CH:21][CH:20]=[C:19]([Cl:23])[C:18]=2[Cl:24])[CH2:8][C:9]2[CH:10]=[C:11]([CH3:16])[CH:12]=[C:13]([CH3:15])[CH:14]=2)=[S:27])[CH:33]=[CH:32][CH:31]=1.